This data is from Forward reaction prediction with 1.9M reactions from USPTO patents (1976-2016). The task is: Predict the product of the given reaction. (1) The product is: [CH3:111][N:91]([C@@H:92]([CH3:110])[C:93]([NH:95][C@@H:96]([CH2:100][C:101]1[CH:102]=[CH:103][C:104]([N+:107]([O-:109])=[O:108])=[CH:105][CH:106]=1)[C:97](=[O:99])[N:43]1[C@H:52]([C:53](=[O:54])[NH:55][C@H:56]2[C:65]3[C:60](=[CH:61][CH:62]=[CH:63][CH:64]=3)[CH2:59][CH2:58][CH2:57]2)[CH2:51][C:50]2[C:45](=[CH:46][CH:47]=[CH:48][CH:49]=2)[CH2:44]1)=[O:94])[C:89](=[O:90])[O:88][C:84]([CH3:85])([CH3:86])[CH3:87]. Given the reactants CC(C)(C)[C@H](NC(=O)[C@@H](NC)C)C(N1[C@H](C(=O)N[C@H]2C3C(=CC=CC=3)CCC2)C[C@H](NC(C2C=CC(COC3C=CC(C[C@H](NC(=O)[C@@H](NC)C)C([N:43]4[C@H:52]([C:53]([NH:55][C@H:56]5[C:65]6[C:60](=[CH:61][CH:62]=[CH:63][CH:64]=6)[CH2:59][CH2:58][CH2:57]5)=[O:54])[CH2:51][C:50]5[C:45](=[CH:46][CH:47]=[CH:48][CH:49]=5)[CH2:44]4)=O)=CC=3)=CC=2)=O)C1)=O.[C:84]([O:88][C:89]([N:91]([CH3:111])[C@@H:92]([CH3:110])[C:93]([NH:95][C@@H:96]([CH2:100][C:101]1[CH:106]=[CH:105][C:104]([N+:107]([O-:109])=[O:108])=[CH:103][CH:102]=1)[C:97]([OH:99])=O)=[O:94])=[O:90])([CH3:87])([CH3:86])[CH3:85].[C@H]1(NC([C@@H]2CC3C(=CC=CC=3)CN2)=O)C2C(=CC=CC=2)CCC1, predict the reaction product. (2) Given the reactants [CH:1]1([C:4](=[O:33])[CH:5]([N:13]2[CH2:18][CH2:17][CH:16]([SH:19])/[C:15](=[CH:20]\[C:21]3[CH:25]=[CH:24][N:23]([CH2:26][CH2:27][C:28]([O:30]CC)=[O:29])[N:22]=3)/[CH2:14]2)[C:6]2[CH:11]=[CH:10][CH:9]=[CH:8][C:7]=2[F:12])[CH2:3][CH2:2]1.[ClH:34], predict the reaction product. The product is: [ClH:34].[C:28]([CH2:27][CH2:26][N:23]1[CH:24]=[CH:25][C:21](/[CH:20]=[C:15]2/[CH2:14][N:13]([CH:5]([C:6]3[CH:11]=[CH:10][CH:9]=[CH:8][C:7]=3[F:12])[C:4]([CH:1]3[CH2:3][CH2:2]3)=[O:33])[CH2:18][CH2:17][CH:16]/2[SH:19])=[N:22]1)([OH:30])=[O:29]. (3) Given the reactants Br[C:2]1[S:6][C:5]([S:7]([NH:10][C:11]2[CH:16]=[CH:15][CH:14]=[C:13]([C:17]3[NH:21][N:20]=[N:19][N:18]=3)[CH:12]=2)(=[O:9])=[O:8])=[CH:4][CH:3]=1.[Cl:22][C:23]1[CH:24]=[C:25](B(O)O)[CH:26]=[CH:27][C:28]=1[Cl:29], predict the reaction product. The product is: [Cl:22][C:23]1[CH:24]=[C:25]([C:2]2[S:6][C:5]([S:7]([NH:10][C:11]3[CH:16]=[CH:15][CH:14]=[C:13]([C:17]4[NH:21][N:20]=[N:19][N:18]=4)[CH:12]=3)(=[O:9])=[O:8])=[CH:4][CH:3]=2)[CH:26]=[CH:27][C:28]=1[Cl:29].